Task: Predict the reactants needed to synthesize the given product.. Dataset: Full USPTO retrosynthesis dataset with 1.9M reactions from patents (1976-2016) (1) Given the product [F:16][C:14]1[C:13]([NH2:17])=[N:12][C:11]2([C:4]3[C:5](=[CH:6][CH:7]=[C:2]([C:24]4[CH:25]=[N:20][CH:21]=[N:22][CH:23]=4)[CH:3]=3)[O:8][CH2:9][C:10]2([CH3:19])[CH3:18])[CH:15]=1, predict the reactants needed to synthesize it. The reactants are: Br[C:2]1[CH:3]=[C:4]2[C:11]3([CH:15]=[C:14]([F:16])[C:13]([NH2:17])=[N:12]3)[C:10]([CH3:19])([CH3:18])[CH2:9][O:8][C:5]2=[CH:6][CH:7]=1.[N:20]1[CH:25]=[C:24](B(O)O)[CH:23]=[N:22][CH:21]=1. (2) Given the product [F:1][C:2]1[CH:10]=[C:9]([F:11])[C:8]([F:12])=[CH:7][C:3]=1[C:4]([N:17]=[N+:18]=[N-:19])=[O:5], predict the reactants needed to synthesize it. The reactants are: [F:1][C:2]1[CH:10]=[C:9]([F:11])[C:8]([F:12])=[CH:7][C:3]=1[C:4](O)=[O:5].O=S(Cl)Cl.[N-:17]=[N+:18]=[N-:19].[Na+]. (3) Given the product [CH3:25][C:19]1[CH:20]=[C:21]([C:6]2[CH:7]=[CH:8][C:3]([O:2][CH3:1])=[N:4][CH:5]=2)[CH:22]=[CH:23][C:18]=1[C:17]([O:16][CH3:15])=[O:26], predict the reactants needed to synthesize it. The reactants are: [CH3:1][O:2][C:3]1[CH:8]=[CH:7][C:6](Br)=[CH:5][N:4]=1.[Li]CCCC.[CH3:15][O:16][C:17](=[O:26])[C:18]1[CH:23]=[CH:22][C:21](Br)=[CH:20][C:19]=1[CH3:25]. (4) Given the product [N:19]1([CH2:18][CH2:17][NH:16][C:12]2[C:11]3[C:6](=[CH:7][CH:8]=[C:9]([N+:13]([O-:15])=[O:14])[CH:10]=3)[NH:5][N:4]=2)[CH2:24][CH2:23][CH2:22][CH2:21][CH2:20]1, predict the reactants needed to synthesize it. The reactants are: [N+]([N:4]1[CH:12]=[C:11]2[C:6]([CH:7]=[CH:8][C:9]([N+:13]([O-:15])=[O:14])=[CH:10]2)=[N:5]1)([O-])=O.[NH2:16][CH2:17][CH2:18][N:19]1[CH2:24][CH2:23][CH2:22][CH2:21][CH2:20]1. (5) Given the product [Cl:13][C:14]1[N:15]=[C:16]([F:20])[C:17]([OH:22])=[CH:18][CH:19]=1, predict the reactants needed to synthesize it. The reactants are: N(C(C)C)C(C)C.[Li]CCCC.[Cl:13][C:14]1[CH:19]=[CH:18][CH:17]=[C:16]([F:20])[N:15]=1.B(OC(C)C)(OC(C)C)[O:22]C(C)C.[OH-].[Na+].OO. (6) Given the product [F:60][C:61]1[CH:67]=[CH:66][CH:65]=[C:64]([CH3:68])[C:62]=1[NH:63][C:25]([C@H:17]1[N:16]([C:14](=[O:15])[C@@H:13]([NH:12][C:10](=[O:11])[C@@H:9]([N:8]([CH3:35])[C:6](=[O:7])[O:5][C:1]([CH3:2])([CH3:4])[CH3:3])[CH3:34])[CH:28]2[CH2:33][CH2:32][O:31][CH2:30][CH2:29]2)[C:20]2=[N:21][CH:22]=[CH:23][CH:24]=[C:19]2[CH2:18]1)=[O:27], predict the reactants needed to synthesize it. The reactants are: [C:1]([O:5][C:6]([N:8]([CH3:35])[C@@H:9]([CH3:34])[C:10]([NH:12][C@@H:13]([CH:28]1[CH2:33][CH2:32][O:31][CH2:30][CH2:29]1)[C:14]([N:16]1[C:20]2=[N:21][CH:22]=[CH:23][CH:24]=[C:19]2[CH2:18][C@H:17]1[C:25]([OH:27])=O)=[O:15])=[O:11])=[O:7])([CH3:4])([CH3:3])[CH3:2].C(N(C(C)C)CC)(C)C.C1(P(Cl)(C2C=CC=CC=2)=O)C=CC=CC=1.[F:60][C:61]1[CH:67]=[CH:66][CH:65]=[C:64]([CH3:68])[C:62]=1[NH2:63].OS([O-])(=O)=O.[K+]. (7) Given the product [NH2:27][C:20]1[N:19]=[C:18]2[C:23]([N:24]=[CH:25][N:17]2[C@@H:13]2[O:12][C@H:11]([CH2:28][OH:29])[C@@H:10]([OH:9])[C@:14]2([F:16])[CH3:15])=[C:22]([O:45][CH2:38][C:39]2[CH:44]=[CH:43][CH:42]=[CH:41][CH:40]=2)[N:21]=1, predict the reactants needed to synthesize it. The reactants are: C([O:9][C@H:10]1[C@:14]([F:16])([CH3:15])[C@H:13]([N:17]2[CH:25]=[N:24][C:23]3[C:18]2=[N:19][C:20]([NH2:27])=[N:21][C:22]=3Cl)[O:12][C@@H:11]1[CH2:28][O:29]C(=O)C1C=CC=CC=1)(=O)C1C=CC=CC=1.[CH2:38]([OH:45])[C:39]1[CH:44]=[CH:43][CH:42]=[CH:41][CH:40]=1.[H-].[Na+]. (8) Given the product [CH2:25]([O:24][C:20]1[CH:19]=[C:18]([CH:23]=[CH:22][CH:21]=1)[O:17][C:13]1[CH:14]=[C:15]([CH3:16])[C:7]2[CH:6]([CH2:5][C:4]([OH:32])=[O:3])[O:10][B:9]([OH:11])[C:8]=2[CH:12]=1)[C:26]1[CH:27]=[CH:28][CH:29]=[CH:30][CH:31]=1, predict the reactants needed to synthesize it. The reactants are: C([O:3][C:4](=[O:32])[CH2:5][CH:6]1[O:10][B:9]([OH:11])[C:8]2[CH:12]=[C:13]([O:17][C:18]3[CH:23]=[CH:22][CH:21]=[C:20]([O:24][CH2:25][C:26]4[CH:31]=[CH:30][CH:29]=[CH:28][CH:27]=4)[CH:19]=3)[CH:14]=[C:15]([CH3:16])[C:7]1=2)C.[Li+].[OH-].Cl. (9) Given the product [C:1]([O:5][C:6]([N:8]1[C@H:13]([CH2:14][NH:15][C:25]([C:24]2[CH:23]=[CH:22][CH:21]=[C:20]3[O:16][CH:17]=[CH:18][C:19]=23)=[O:26])[CH2:12][C@H:11]2[C@@H:9]1[CH2:10]2)=[O:7])([CH3:4])([CH3:3])[CH3:2], predict the reactants needed to synthesize it. The reactants are: [C:1]([O:5][C:6]([N:8]1[C@H:13]([CH2:14][NH2:15])[CH2:12][C@H:11]2[C@@H:9]1[CH2:10]2)=[O:7])([CH3:4])([CH3:3])[CH3:2].[O:16]1[C:20]2=[CH:21][CH:22]=[CH:23][C:24]([C:25](O)=[O:26])=[C:19]2[CH:18]=[CH:17]1. (10) The reactants are: CC(OC([NH:8][CH:9]1[C@@H:14]2[C@H:10]1[CH2:11][N:12]([C:15]([O:17][CH2:18][C:19]1[CH:24]=[CH:23][CH:22]=[CH:21][CH:20]=1)=[O:16])[CH2:13]2)=O)(C)C.C(O)(C(F)(F)F)=O.C(=O)(O)[O-].C(=O)([O-])[O-].[K+].[K+]. Given the product [NH2:8][CH:9]1[C@@H:14]2[C@H:10]1[CH2:11][N:12]([C:15]([O:17][CH2:18][C:19]1[CH:24]=[CH:23][CH:22]=[CH:21][CH:20]=1)=[O:16])[CH2:13]2, predict the reactants needed to synthesize it.